The task is: Predict the product of the given reaction.. This data is from Forward reaction prediction with 1.9M reactions from USPTO patents (1976-2016). Given the reactants [NH:1]1[CH2:6][CH2:5][CH:4]([C:7]2[C:15]3[C:10](=[CH:11][CH:12]=[CH:13][CH:14]=3)[NH:9][CH:8]=2)[CH2:3][CH2:2]1.[C:16]([O:20][C:21](O[C:21]([O:20][C:16]([CH3:19])([CH3:18])[CH3:17])=[O:22])=[O:22])([CH3:19])([CH3:18])[CH3:17], predict the reaction product. The product is: [NH:9]1[C:10]2[C:15](=[CH:14][CH:13]=[CH:12][CH:11]=2)[C:7]([CH:4]2[CH2:5][CH2:6][N:1]([C:21]([O:20][C:16]([CH3:19])([CH3:18])[CH3:17])=[O:22])[CH2:2][CH2:3]2)=[CH:8]1.